Task: Binary Classification. Given a drug SMILES string, predict its activity (active/inactive) in a high-throughput screening assay against a specified biological target.. Dataset: Cav3 T-type calcium channel HTS with 100,875 compounds (1) The molecule is S(=O)(=O)(Nc1c(F)cccc1)c1ccc(NC(OC)=O)cc1. The result is 0 (inactive). (2) The compound is O=C(N1CCN(CC1)c1ccccc1)c1c2c(CN(C2=O)CCC)ccc1. The result is 0 (inactive). (3) The molecule is S(Cc1ccc([N+]([O-])=O)cc1)CC(=O)N\N=C\c1cc(OC)c(OC)c(OC)c1. The result is 0 (inactive). (4) The drug is O(C(=O)CCc1c(n2ncnc2nc1C)C)c1ccccc1. The result is 0 (inactive). (5) The compound is Clc1cc(Nc2nc(NC(CC)CO)nc3n(C(C)C)cnc23)ccc1. The result is 0 (inactive). (6) The drug is S(CC(=O)N1CCC(CC1)C(=O)N)c1oc2c(n1)cccc2. The result is 0 (inactive).